From a dataset of Catalyst prediction with 721,799 reactions and 888 catalyst types from USPTO. Predict which catalyst facilitates the given reaction. (1) Reactant: [CH3:1][O:2][C:3]1[CH:4]=[CH:5][C:6]2[C:10]([O:11][C:12]3[CH:24]=[CH:23][C:15](/[CH:16]=[CH:17]/[C:18]4[N:19]=[N:20][NH:21][N:22]=4)=[CH:14][CH:13]=3)=[C:9]([C:25]3[CH:30]=[CH:29][C:28]([O:31][CH3:32])=[CH:27][CH:26]=3)[S:8][C:7]=2[CH:33]=1.IC.[C:36]([O-])([O-])=O.[K+].[K+]. Product: [CH3:1][O:2][C:3]1[CH:4]=[CH:5][C:6]2[C:10]([O:11][C:12]3[CH:24]=[CH:23][C:15](/[CH:16]=[CH:17]/[C:18]4[N:22]([CH3:36])[N:21]=[N:20][N:19]=4)=[CH:14][CH:13]=3)=[C:9]([C:25]3[CH:30]=[CH:29][C:28]([O:31][CH3:32])=[CH:27][CH:26]=3)[S:8][C:7]=2[CH:33]=1.[CH3:1][O:2][C:3]1[CH:4]=[CH:5][C:6]2[C:10]([O:11][C:12]3[CH:24]=[CH:23][C:15](/[CH:16]=[CH:17]/[C:18]4[N:22]=[N:21][N:20]([CH3:36])[N:19]=4)=[CH:14][CH:13]=3)=[C:9]([C:25]3[CH:30]=[CH:29][C:28]([O:31][CH3:32])=[CH:27][CH:26]=3)[S:8][C:7]=2[CH:33]=1. The catalyst class is: 3. (2) Reactant: Br[C:2]1[CH:7]=[CH:6][C:5]([N+:8]([O-:10])=[O:9])=[CH:4][CH:3]=1.[C:11]([C:15]1[CH:20]=[CH:19][C:18](B(O)O)=[CH:17][CH:16]=1)([CH3:14])([CH3:13])[CH3:12].[F-].[K+]. Product: [C:11]([C:15]1[CH:20]=[CH:19][C:18]([C:2]2[CH:7]=[CH:6][C:5]([N+:8]([O-:10])=[O:9])=[CH:4][CH:3]=2)=[CH:17][CH:16]=1)([CH3:14])([CH3:13])[CH3:12]. The catalyst class is: 11. (3) Reactant: [CH3:1][O:2][C:3]1[CH:16]=[C:15]([O:17][CH3:18])[CH:14]=[CH:13][C:4]=1[CH2:5][NH:6][C:7]1[CH:12]=[CH:11][N:10]=[CH:9][N:8]=1.[F:19][C:20]1[CH:25]=[C:24]([F:26])[C:23]([CH3:27])=[CH:22][C:21]=1[S:28](Cl)(=[O:30])=[O:29].N12CCN(CC1)CC2. Product: [CH3:1][O:2][C:3]1[CH:16]=[C:15]([O:17][CH3:18])[CH:14]=[CH:13][C:4]=1[CH2:5][N:6]([C:7]1[CH:12]=[CH:11][N:10]=[CH:9][N:8]=1)[S:28]([C:21]1[CH:22]=[C:23]([CH3:27])[C:24]([F:26])=[CH:25][C:20]=1[F:19])(=[O:30])=[O:29]. The catalyst class is: 1. (4) Reactant: [C:1]([O:7][CH2:8][CH3:9])(=[O:6])[CH2:2][C:3]([O-:5])=O.[K+].[Mg+2].[Cl-].[Cl-].[F:14][C:15]1[C:23]([F:24])=[C:22]([F:25])[C:21]([F:26])=[CH:20][C:16]=1C(Cl)=O. Product: [CH2:8]([O:7][C:1](=[O:6])[CH2:2][C:3](=[O:5])[C:20]1[CH:16]=[C:15]([F:14])[C:23]([F:24])=[C:22]([F:25])[C:21]=1[F:26])[CH3:9]. The catalyst class is: 10. (5) Reactant: [O:1]=[C:2](Cl)OC(Cl)(Cl)Cl.[F:9][C:10]1([F:33])[O:15][C:14]2[CH:16]=[C:17]([F:28])[C:18]([NH:20][NH:21][C:22](=[O:27])[C:23]([CH3:26])([CH3:25])[CH3:24])=[CH:19][C:13]=2[N:12]([CH2:29][C:30]#[CH:31])[C:11]1=[O:32]. Product: [CH:14]([O:15][CH:10]([CH3:11])[CH3:2])([CH3:16])[CH3:13].[C:23]([C:22]1[O:27][C:2](=[O:1])[N:20]([C:18]2[C:17]([F:28])=[CH:16][C:14]3[O:15][C:10]([F:9])([F:33])[C:11](=[O:32])[N:12]([CH2:29][C:30]#[CH:31])[C:13]=3[CH:19]=2)[N:21]=1)([CH3:24])([CH3:25])[CH3:26]. The catalyst class is: 11. (6) Reactant: [F:1][C:2]1[CH:17]=[CH:16][C:5]([O:6][C:7]2[CH:8]=[C:9]([CH:13]=[CH:14][CH:15]=2)[C:10](O)=[O:11])=[C:4]([N+:18]([O-:20])=[O:19])[CH:3]=1.C(Cl)(=O)C([Cl:24])=O. Product: [F:1][C:2]1[CH:17]=[CH:16][C:5]([O:6][C:7]2[CH:8]=[C:9]([CH:13]=[CH:14][CH:15]=2)[C:10]([Cl:24])=[O:11])=[C:4]([N+:18]([O-:20])=[O:19])[CH:3]=1. The catalyst class is: 3. (7) Reactant: [C:1](O)(=O)[C:2]1[CH:7]=[CH:6][CH:5]=[CH:4][CH:3]=1.[CH2:10]([SH:13])[CH2:11][CH3:12].P12(SP3(SP(SP(S3)(S1)=S)(=S)S2)=S)=[S:15]. Product: [C:1]([S:13][CH2:10][CH2:11][CH3:12])(=[S:15])[C:2]1[CH:7]=[CH:6][CH:5]=[CH:4][CH:3]=1. The catalyst class is: 11.